Dataset: NCI-60 drug combinations with 297,098 pairs across 59 cell lines. Task: Regression. Given two drug SMILES strings and cell line genomic features, predict the synergy score measuring deviation from expected non-interaction effect. Drug 1: CNC(=O)C1=CC=CC=C1SC2=CC3=C(C=C2)C(=NN3)C=CC4=CC=CC=N4. Cell line: IGROV1. Synergy scores: CSS=4.83, Synergy_ZIP=1.09, Synergy_Bliss=5.41, Synergy_Loewe=5.19, Synergy_HSA=5.16. Drug 2: CC12CCC3C(C1CCC2O)C(CC4=C3C=CC(=C4)O)CCCCCCCCCS(=O)CCCC(C(F)(F)F)(F)F.